Dataset: Peptide-MHC class II binding affinity with 134,281 pairs from IEDB. Task: Regression. Given a peptide amino acid sequence and an MHC pseudo amino acid sequence, predict their binding affinity value. This is MHC class II binding data. The peptide sequence is LIAIHTLAIRYANRT. The MHC is DRB5_0101 with pseudo-sequence DRB5_0101. The binding affinity (normalized) is 0.637.